This data is from Reaction yield outcomes from USPTO patents with 853,638 reactions. The task is: Predict the reaction yield, written as a fraction of the theoretical maximum amount of product (1.0 means a 100% yield; for example, 0.34 means a 34% yield). (1) The reactants are C(Cl)CCl.C1C=CC2N(O)N=NC=2C=1.[CH3:15][N:16]1[CH2:21][CH2:20][NH:19][CH2:18][CH2:17]1.CCN(CC)CC.[CH2:29]([O:31][C:32]([C:34]1[C:39]([O:40][CH2:41][CH3:42])=[C:38]([N:43]2[CH2:48][CH2:47][O:46][CH2:45][CH2:44]2)[N:37]=[C:36]([C:49]2[CH:54]=[CH:53][C:52]([NH:55][C:56]([NH:58][C:59]3[CH:64]=[CH:63][C:62]([C:65]([OH:67])=O)=[CH:61][CH:60]=3)=[O:57])=[CH:51][CH:50]=2)[N:35]=1)=[O:33])[CH3:30]. The catalyst is CN(C=O)C. The product is [CH2:29]([O:31][C:32]([C:34]1[C:39]([O:40][CH2:41][CH3:42])=[C:38]([N:43]2[CH2:48][CH2:47][O:46][CH2:45][CH2:44]2)[N:37]=[C:36]([C:49]2[CH:54]=[CH:53][C:52]([NH:55][C:56]([NH:58][C:59]3[CH:64]=[CH:63][C:62]([C:65]([N:19]4[CH2:20][CH2:21][N:16]([CH3:15])[CH2:17][CH2:18]4)=[O:67])=[CH:61][CH:60]=3)=[O:57])=[CH:51][CH:50]=2)[N:35]=1)=[O:33])[CH3:30]. The yield is 0.300. (2) The reactants are [C:1]1([S:7]([N:10]2[C:14]3=[N:15][CH:16]=[CH:17][CH:18]=[C:13]3[CH:12]=[C:11]2[C:19]([C:26]2[CH:27]=[N:28][C:29]([S:32][CH3:33])=[CH:30][CH:31]=2)=[CH:20][CH:21]2[CH2:25][CH2:24][CH2:23][CH2:22]2)(=[O:9])=[O:8])[CH:6]=[CH:5][CH:4]=[CH:3][CH:2]=1.I([O-])(=O)(=O)=[O:35].[Na+]. The catalyst is CO.O. The product is [C:1]1([S:7]([N:10]2[C:14]3=[N:15][CH:16]=[CH:17][CH:18]=[C:13]3[CH:12]=[C:11]2[C:19]([C:26]2[CH:27]=[N:28][C:29]([S:32]([CH3:33])=[O:35])=[CH:30][CH:31]=2)=[CH:20][CH:21]2[CH2:22][CH2:23][CH2:24][CH2:25]2)(=[O:8])=[O:9])[CH:6]=[CH:5][CH:4]=[CH:3][CH:2]=1. The yield is 1.00. (3) The reactants are [S:1]1[CH:5]=[C:4]([CH2:6][N:7]([C@@H:30]([CH3:38])[CH:31]([O:35][CH2:36][CH3:37])[O:32][CH2:33][CH3:34])[C:8](=[O:29])[C@@H:9]([NH:11]C(=O)OCC2C3C=CC=CC=3C3C2=CC=CC=3)[CH3:10])[C:3]2[CH:39]=[CH:40][CH:41]=[CH:42][C:2]1=2.N1CCCCC1.CC(=O)OCC.CO. The catalyst is C(Cl)Cl. The product is [NH2:11][C@@H:9]([CH3:10])[C:8]([N:7]([CH2:6][C:4]1[C:3]2[CH:39]=[CH:40][CH:41]=[CH:42][C:2]=2[S:1][CH:5]=1)[C@@H:30]([CH3:38])[CH:31]([O:35][CH2:36][CH3:37])[O:32][CH2:33][CH3:34])=[O:29]. The yield is 0.750. (4) The reactants are C([O:5][C:6](=[O:28])[CH2:7][O:8][C:9]1[CH:14]=[CH:13][C:12]([CH2:15][CH2:16][S:17][C:18]2[CH:27]=[CH:26][CH:25]=[CH:24][C:19]=2[C:20]([O:22][CH3:23])=[O:21])=[CH:11][CH:10]=1)(C)(C)C.FC(F)(F)C(O)=O. The catalyst is C(Cl)Cl. The product is [CH3:23][O:22][C:20]([C:19]1[CH:24]=[CH:25][CH:26]=[CH:27][C:18]=1[S:17][CH2:16][CH2:15][C:12]1[CH:11]=[CH:10][C:9]([O:8][CH2:7][C:6]([OH:28])=[O:5])=[CH:14][CH:13]=1)=[O:21]. The yield is 0.639. (5) The reactants are [C:1]1([CH3:8])[C:6]([OH:7])=[CH:5][CH:4]=[CH:3][CH:2]=1.[Br:9][C:10]1[CH:15]=[CH:14][C:13]([C:16](O)([CH2:19][CH3:20])[CH2:17][CH3:18])=[CH:12][CH:11]=1. The catalyst is FC(F)(F)C(O)=O. The product is [Br:9][C:10]1[CH:15]=[CH:14][C:13]([C:16]([C:3]2[CH:4]=[CH:5][C:6]([OH:7])=[C:1]([CH3:8])[CH:2]=2)([CH2:19][CH3:20])[CH2:17][CH3:18])=[CH:12][CH:11]=1. The yield is 0.940.